This data is from Full USPTO retrosynthesis dataset with 1.9M reactions from patents (1976-2016). The task is: Predict the reactants needed to synthesize the given product. Given the product [C:1]([O:5][C:6]([NH:8][C@H:9]1[CH2:14][CH2:13][CH2:12][CH2:11][C@H:10]1[NH:15][C:16]1[N:21]=[C:20]([C:41]2[S:40][C:39]3[CH:46]=[CH:47][C:36]([F:35])=[CH:37][C:38]=3[CH:42]=2)[C:19]2[C:23](=[O:33])[N:24]([C:26]([O:28][C:29]([CH3:32])([CH3:31])[CH3:30])=[O:27])[CH2:25][C:18]=2[C:17]=1[F:34])=[O:7])([CH3:4])([CH3:3])[CH3:2], predict the reactants needed to synthesize it. The reactants are: [C:1]([O:5][C:6]([NH:8][C@H:9]1[CH2:14][CH2:13][CH2:12][CH2:11][C@H:10]1[NH:15][C:16]1[N:21]=[C:20](Cl)[C:19]2[C:23](=[O:33])[N:24]([C:26]([O:28][C:29]([CH3:32])([CH3:31])[CH3:30])=[O:27])[CH2:25][C:18]=2[C:17]=1[F:34])=[O:7])([CH3:4])([CH3:3])[CH3:2].[F:35][C:36]1[CH:47]=[CH:46][C:39]2[S:40][C:41](B(O)O)=[CH:42][C:38]=2[CH:37]=1.